Dataset: Reaction yield outcomes from USPTO patents with 853,638 reactions. Task: Predict the reaction yield, written as a fraction of the theoretical maximum amount of product (1.0 means a 100% yield; for example, 0.34 means a 34% yield). (1) The reactants are Br[C:2]1[CH:7]=[C:6]([F:8])[C:5]([Cl:9])=[CH:4][C:3]=1[F:10].C([Mg]Cl)(C)C.C(O[B:20]1[O:24][C:23]([CH3:26])([CH3:25])[C:22]([CH3:28])([CH3:27])[O:21]1)(C)C.C(OCC)C. The catalyst is O1CCCC1. The product is [Cl:9][C:5]1[C:6]([F:8])=[CH:7][C:2]([B:20]2[O:24][C:23]([CH3:26])([CH3:25])[C:22]([CH3:28])([CH3:27])[O:21]2)=[C:3]([F:10])[CH:4]=1. The yield is 0.723. (2) The reactants are [O:1]1[C:5]2[CH:6]=[CH:7][CH:8]=[CH:9][C:4]=2[CH:3]=[C:2]1[CH2:10][NH:11][C:12]1[CH:13]=[C:14]([CH:17]=[CH:18][C:19]=1[F:20])[C:15]#[N:16].[C:21](Cl)(=[O:26])[CH2:22][CH2:23][CH2:24][CH3:25]. No catalyst specified. The product is [O:1]1[C:5]2[CH:6]=[CH:7][CH:8]=[CH:9][C:4]=2[CH:3]=[C:2]1[CH2:10][N:11]([C:12]1[CH:13]=[C:14]([C:15]#[N:16])[CH:17]=[CH:18][C:19]=1[F:20])[C:21](=[O:26])[CH2:22][CH2:23][CH2:24][CH3:25]. The yield is 0.710. (3) The reactants are [NH2:1][C:2]1[CH:7]=[CH:6][CH:5]=[C:4]([CH2:8][N:9]2[C:17](=[O:18])[C:16]3[C:11](=[CH:12][CH:13]=[CH:14][CH:15]=3)[C:10]2=[O:19])[N:3]=1.C(N(CC)CC)C.[CH3:27][S:28](Cl)(=[O:30])=[O:29]. The catalyst is ClCCl. The product is [CH3:27][S:28]([NH:1][C:2]1[CH:7]=[CH:6][CH:5]=[C:4]([CH2:8][N:9]2[C:10](=[O:19])[C:11]3[C:16](=[CH:15][CH:14]=[CH:13][CH:12]=3)[C:17]2=[O:18])[N:3]=1)(=[O:30])=[O:29]. The yield is 0.990. (4) The reactants are [C:1]([C:3]1[CH:8]=[CH:7][C:6]([C:9]2([NH:13][C:14](=[O:20])[O:15][C:16]([CH3:19])([CH3:18])[CH3:17])[CH2:12][CH2:11][CH2:10]2)=[CH:5][CH:4]=1)#[CH:2].Br[C:22]1[C:23]([NH:30]C(=O)C(F)(F)F)=[N:24][C:25]([S:28][CH3:29])=[CH:26][N:27]=1.C(NC(C)C)(C)C. The catalyst is CC(C)([P](C(C)(C)C)([Pd][P](C(C)(C)C)(C(C)(C)C)C(C)(C)C)C(C)(C)C)C.[Cu]I.CN(C=O)C. The product is [CH3:29][S:28][C:25]1[N:24]=[C:23]2[NH:30][C:1]([C:3]3[CH:4]=[CH:5][C:6]([C:9]4([NH:13][C:14](=[O:20])[O:15][C:16]([CH3:17])([CH3:19])[CH3:18])[CH2:12][CH2:11][CH2:10]4)=[CH:7][CH:8]=3)=[CH:2][C:22]2=[N:27][CH:26]=1. The yield is 0.410. (5) The reactants are [CH2:1]([N:8]1[CH2:13][CH2:12][C:11]2([CH2:21][C:20]3[C:15](=[CH:16][CH:17]=[CH:18][CH:19]=3)[CH:14]2O)[CH2:10][CH2:9]1)[C:2]1[CH:7]=[CH:6][CH:5]=[CH:4][CH:3]=1.C([SiH](CC)CC)C. The catalyst is FC(F)(F)C(O)=O. The product is [CH2:1]([N:8]1[CH2:9][CH2:10][C:11]2([CH2:21][C:20]3[C:15](=[CH:16][CH:17]=[CH:18][CH:19]=3)[CH2:14]2)[CH2:12][CH2:13]1)[C:2]1[CH:3]=[CH:4][CH:5]=[CH:6][CH:7]=1. The yield is 0.720. (6) The reactants are Cl[CH2:2][CH2:3][CH2:4][CH:5]([C:18]1O[C:20]([C:23]2[CH:28]=[CH:27][C:26]([C:29]3[O:33][C:32]([CH3:34])=[N:31][CH:30]=3)=[C:25]([O:35][CH3:36])[CH:24]=2)=[N:21][N:22]=1)[C:6]1[CH:11]=[CH:10][C:9]([F:12])=[C:8]([O:13][C:14]([F:17])([F:16])[F:15])[CH:7]=1.[N-:37]=[N+]=[N-].[Na+].C1(P(C2C=CC=CC=2)C2C=CC=CC=2)C=CC=CC=1. The catalyst is CS(C)=O.C1COCC1.O. The product is [F:12][C:9]1[CH:10]=[CH:11][C:6]([CH:5]2[CH2:4][CH2:3][CH2:2][N:37]3[C:20]([C:23]4[CH:28]=[CH:27][C:26]([C:29]5[O:33][C:32]([CH3:34])=[N:31][CH:30]=5)=[C:25]([O:35][CH3:36])[CH:24]=4)=[N:21][N:22]=[C:18]23)=[CH:7][C:8]=1[O:13][C:14]([F:17])([F:16])[F:15]. The yield is 0.270. (7) The reactants are [CH3:1][N:2]1[C:7](=[O:8])[CH:6]=[CH:5][N:4]=[C:3]1[S:9][CH3:10].[Br:11]Br. The catalyst is C(Cl)(Cl)Cl. The product is [Br:11][C:6]1[C:7](=[O:8])[N:2]([CH3:1])[C:3]([S:9][CH3:10])=[N:4][CH:5]=1. The yield is 0.970. (8) The reactants are [CH3:1][C:2]([CH3:32])([CH3:31])[C:3](=[O:30])[CH2:4][O:5][C:6]1[CH:11]=[CH:10][C:9]([C:12]([C:17]2[CH:27]=[CH:26][C:20]([O:21][CH2:22][C:23](O)=[O:24])=[C:19]([CH3:28])[CH:18]=2)([CH2:15][CH3:16])[CH2:13][CH3:14])=[CH:8][C:7]=1[CH3:29].[CH2:33]([O:40][NH2:41])[C:34]1[CH:39]=[CH:38][CH:37]=[CH:36][CH:35]=1.CCN(C(C)C)C(C)C.CN(C(ON1N=NC2C=CC=CC1=2)=[N+](C)C)C.F[P-](F)(F)(F)(F)F. The catalyst is CN(C=O)C. The product is [CH2:33]([O:40][NH:41][C:23](=[O:24])[CH2:22][O:21][C:20]1[CH:26]=[CH:27][C:17]([C:12]([C:9]2[CH:10]=[CH:11][C:6]([O:5][CH2:4][C:3](=[O:30])[C:2]([CH3:1])([CH3:31])[CH3:32])=[C:7]([CH3:29])[CH:8]=2)([CH2:13][CH3:14])[CH2:15][CH3:16])=[CH:18][C:19]=1[CH3:28])[C:34]1[CH:39]=[CH:38][CH:37]=[CH:36][CH:35]=1. The yield is 0.820. (9) The reactants are [C:1]([O:8][CH3:9])(=[O:7])[CH2:2][C:3]([O:5][CH3:6])=[O:4].[H-].[Na+].[CH2:12]([O:19][C:20]1[CH:25]=[CH:24][C:23]([Br:26])=[CH:22][C:21]=1[CH:27](I)[CH3:28])[C:13]1[CH:18]=[CH:17][CH:16]=[CH:15][CH:14]=1. The catalyst is CN1C(=O)N(C)CCC1.CCOC(C)=O.[NH4+].[Cl-]. The product is [CH2:12]([O:19][C:20]1[CH:25]=[CH:24][C:23]([Br:26])=[CH:22][C:21]=1[CH:27]([CH:2]([C:1]([O:8][CH3:9])=[O:7])[C:3]([O:5][CH3:6])=[O:4])[CH3:28])[C:13]1[CH:14]=[CH:15][CH:16]=[CH:17][CH:18]=1. The yield is 0.710.